This data is from Forward reaction prediction with 1.9M reactions from USPTO patents (1976-2016). The task is: Predict the product of the given reaction. (1) Given the reactants C(OC([N:8]1[CH2:13][CH2:12][CH:11]([C:14]2[S:15][CH:16]=[C:17]([C:19]([OH:21])=O)[CH:18]=2)[CH2:10][CH2:9]1)=O)(C)(C)C.C(N(CC)CC)C.CN(C(ON1N=NC2C=CC=NC1=2)=[N+](C)C)C.F[P-](F)(F)(F)(F)F.[C:53]1([CH:59]2[CH2:64][CH2:63][CH2:62][CH2:61][NH:60]2)[CH:58]=[CH:57][CH:56]=[CH:55][CH:54]=1, predict the reaction product. The product is: [C:53]1([CH:59]2[CH2:64][CH2:63][CH2:62][CH2:61][N:60]2[C:19]([C:17]2[CH:18]=[C:14]([CH:11]3[CH2:10][CH2:9][NH:8][CH2:13][CH2:12]3)[S:15][CH:16]=2)=[O:21])[CH:58]=[CH:57][CH:56]=[CH:55][CH:54]=1. (2) Given the reactants [CH:1]1[C:6]([N+:7]([O-:9])=[O:8])=[CH:5][C:4]([Cl:10])=[C:3]([NH:11][C:12]([C:14]2[CH:15]=[C:16]([Cl:21])[CH:17]=[CH:18][C:19]=2[OH:20])=[O:13])[CH:2]=1.C1C=CC(P(C2C=CC=CC=2)C2C=CC=CC=2)=CC=1.[C:41]([O:45][C:46](=[O:54])[NH:47][CH2:48][CH2:49][O:50][CH2:51][CH2:52]O)([CH3:44])([CH3:43])[CH3:42].CC(OC(/N=N/C(OC(C)C)=O)=O)C, predict the reaction product. The product is: [C:41]([O:45][C:46](=[O:54])[NH:47][CH2:48][CH2:49][O:50][CH2:51][CH2:52][O:20][C:19]1[CH:18]=[CH:17][C:16]([Cl:21])=[CH:15][C:14]=1[C:12](=[O:13])[NH:11][C:3]1[CH:2]=[CH:1][C:6]([N+:7]([O-:9])=[O:8])=[CH:5][C:4]=1[Cl:10])([CH3:44])([CH3:43])[CH3:42].